Dataset: Peptide-MHC class I binding affinity with 185,985 pairs from IEDB/IMGT. Task: Regression. Given a peptide amino acid sequence and an MHC pseudo amino acid sequence, predict their binding affinity value. This is MHC class I binding data. (1) The peptide sequence is VMTEGRHAV. The MHC is HLA-B58:01 with pseudo-sequence HLA-B58:01. The binding affinity (normalized) is 0.0847. (2) The peptide sequence is PEVANLDII. The MHC is HLA-B40:01 with pseudo-sequence HLA-B40:01. The binding affinity (normalized) is 0.163. (3) The peptide sequence is RQIQVEGLK. The MHC is HLA-B73:01 with pseudo-sequence HLA-B73:01. The binding affinity (normalized) is 0.0847. (4) The peptide sequence is LSEGCTPYDI. The MHC is HLA-B27:05 with pseudo-sequence HLA-B27:05. The binding affinity (normalized) is 0.